Predict which catalyst facilitates the given reaction. From a dataset of Catalyst prediction with 721,799 reactions and 888 catalyst types from USPTO. (1) Reactant: [Si]([O:8][CH:9]1[C:17]2[C:12](=[C:13]([C:18]3[S:19][C:20]([C:23]4[CH:24]=[CH:25][C:26]([O:31][CH:32]([CH3:34])[CH3:33])=[C:27]([CH:30]=4)[C:28]#[N:29])=[CH:21][N:22]=3)[CH:14]=[CH:15][CH:16]=2)[CH2:11][CH2:10]1)(C(C)(C)C)(C)C.Cl. Product: [OH:8][CH:9]1[C:17]2[C:12](=[C:13]([C:18]3[S:19][C:20]([C:23]4[CH:24]=[CH:25][C:26]([O:31][CH:32]([CH3:34])[CH3:33])=[C:27]([CH:30]=4)[C:28]#[N:29])=[CH:21][N:22]=3)[CH:14]=[CH:15][CH:16]=2)[CH2:11][CH2:10]1. The catalyst class is: 12. (2) The catalyst class is: 112. Reactant: [N+:1]([C:4]1[CH:9]=[CH:8][C:7]([OH:10])=[CH:6][CH:5]=1)([O-])=O.[C:11](O[C:11]([O:13][C:14]([CH3:17])([CH3:16])[CH3:15])=[O:12])([O:13][C:14]([CH3:17])([CH3:16])[CH3:15])=[O:12].O. Product: [C:11](=[O:12])([O:13][C:14]([CH3:17])([CH3:16])[CH3:15])[O:10][C:7]1[CH:8]=[CH:9][C:4]([NH2:1])=[CH:5][CH:6]=1.